Dataset: Full USPTO retrosynthesis dataset with 1.9M reactions from patents (1976-2016). Task: Predict the reactants needed to synthesize the given product. (1) Given the product [CH3:1][O:2][C:3]([C:5]1[C:10]([N:11]([C:23]([O:22][C:18]([CH3:21])([CH3:20])[CH3:19])=[O:24])[C:12]2[CH:13]=[N:14][CH:15]=[CH:16][CH:17]=2)=[N:9][CH:8]=[CH:7][N:6]=1)=[O:4], predict the reactants needed to synthesize it. The reactants are: [CH3:1][O:2][C:3]([C:5]1[C:10]([NH:11][C:12]2[CH:13]=[N:14][CH:15]=[CH:16][CH:17]=2)=[N:9][CH:8]=[CH:7][N:6]=1)=[O:4].[C:18]([O:22][C:23](O[C:23]([O:22][C:18]([CH3:21])([CH3:20])[CH3:19])=[O:24])=[O:24])([CH3:21])([CH3:20])[CH3:19]. (2) Given the product [S:34]([OH:37])(=[O:36])(=[O:35])[CH3:33].[C:28]([CH2:27][NH:26][C:25]([CH:20]1[CH2:21][CH2:22][CH2:23][CH2:24][CH:19]1[CH2:18][S:17][C:14]1[CH:15]=[CH:16][C:11]([S:10][CH2:9][CH2:8][NH2:7])=[C:12]([F:31])[CH:13]=1)=[O:30])#[N:29], predict the reactants needed to synthesize it. The reactants are: C(OC(=O)[NH:7][CH2:8][CH2:9][S:10][C:11]1[CH:16]=[CH:15][C:14]([S:17][CH2:18][CH:19]2[CH2:24][CH2:23][CH2:22][CH2:21][CH:20]2[C:25](=[O:30])[NH:26][CH2:27][C:28]#[N:29])=[CH:13][C:12]=1[F:31])(C)(C)C.[CH3:33][S:34]([OH:37])(=[O:36])=[O:35].CCOCC.